Dataset: Catalyst prediction with 721,799 reactions and 888 catalyst types from USPTO. Task: Predict which catalyst facilitates the given reaction. (1) Reactant: [NH2:1][C:2]1[CH:7]=[CH:6][C:5]([S:8]([CH3:37])(=[O:36])=[N:9][C:10](=[O:35])[C:11]2[CH:16]=[C:15]([C:17]#[C:18][C:19]3[CH:24]=[CH:23][CH:22]=[C:21]([NH:25][C:26]([C:28]4[N:32]([CH3:33])[N:31]=[C:30]([CH3:34])[CH:29]=4)=[O:27])[CH:20]=3)[CH:14]=[N:13][CH:12]=2)=[CH:4][CH:3]=1.Cl[CH2:39][CH2:40][CH2:41][N:42]([CH2:45]C)[CH2:43]C. Product: [CH3:43][N:42]([CH3:45])[CH2:41][CH2:40][CH2:39][NH:1][C:2]1[CH:7]=[CH:6][C:5]([S:8]([CH3:37])(=[O:36])=[N:9][C:10](=[O:35])[C:11]2[CH:16]=[C:15]([C:17]#[C:18][C:19]3[CH:24]=[CH:23][CH:22]=[C:21]([NH:25][C:26]([C:28]4[N:32]([CH3:33])[N:31]=[C:30]([CH3:34])[CH:29]=4)=[O:27])[CH:20]=3)[CH:14]=[N:13][CH:12]=2)=[CH:4][CH:3]=1. The catalyst class is: 225. (2) Reactant: [Cl:1][C:2]1[CH:16]=[C:15]([N+:17]([O-])=O)[CH:14]=[CH:13][C:3]=1[O:4][CH2:5][C:6]1[CH:11]=[CH:10][CH:9]=[C:8]([CH3:12])[N:7]=1. Product: [Cl:1][C:2]1[CH:16]=[C:15]([CH:14]=[CH:13][C:3]=1[O:4][CH2:5][C:6]1[CH:11]=[CH:10][CH:9]=[C:8]([CH3:12])[N:7]=1)[NH2:17]. The catalyst class is: 180. (3) Reactant: [F:1][C:2]([F:26])([F:25])[C:3]1[CH:4]=[C:5]([S:9][CH2:10][C@H:11]2[CH2:16][CH2:15][C@H:14]([NH:17][C:18](=[O:24])[O:19][C:20]([CH3:23])([CH3:22])[CH3:21])[CH2:13][CH2:12]2)[CH:6]=[CH:7][CH:8]=1.C([O-])(O)=[O:28].[Na+].C1C=C(Cl)C=C(C(OO)=O)C=1.[OH2:43]. Product: [F:26][C:2]([F:25])([F:1])[C:3]1[CH:4]=[C:5]([S:9]([CH2:10][C@H:11]2[CH2:12][CH2:13][C@H:14]([NH:17][C:18](=[O:24])[O:19][C:20]([CH3:22])([CH3:23])[CH3:21])[CH2:15][CH2:16]2)(=[O:28])=[O:43])[CH:6]=[CH:7][CH:8]=1. The catalyst class is: 61. (4) Reactant: [F:1][C:2]([F:43])([F:42])[C:3]1[CH:4]=[C:5]([CH:35]=[C:36]([C:38]([F:41])([F:40])[F:39])[CH:37]=1)[CH2:6][N:7]([C:30]1[NH:34][N:33]=[N:32][N:31]=1)[CH:8]1[CH2:14][CH2:13][CH2:12][N:11]([C:15]([O:17][CH:18]([CH3:20])[CH3:19])=[O:16])[C:10]2[C:21]([CH3:29])=[C:22]([C:25]([F:28])([F:27])[F:26])[CH:23]=[CH:24][C:9]1=2.CO.[C:46]1(P(C2C=CC=CC=2)C2C=CC=CC=2)C=CC=CC=1.N(C(OCC)=O)=NC(OCC)=O. Product: [F:39][C:38]([F:41])([F:40])[C:36]1[CH:35]=[C:5]([CH:4]=[C:3]([C:2]([F:42])([F:1])[F:43])[CH:37]=1)[CH2:6][N:7]([C:30]1[N:31]=[N:32][N:33]([CH3:46])[N:34]=1)[CH:8]1[CH2:14][CH2:13][CH2:12][N:11]([C:15]([O:17][CH:18]([CH3:19])[CH3:20])=[O:16])[C:10]2[C:21]([CH3:29])=[C:22]([C:25]([F:26])([F:27])[F:28])[CH:23]=[CH:24][C:9]1=2. The catalyst class is: 4. (5) Reactant: C[C:2]1[CH:3]=[CH:4][C:5]([NH2:10])=[C:6]([NH2:9])[C:7]=1C.[O:11]=[C:12](CC)[C:13](O)=O. Product: [NH:9]1[C:6]2[C:5](=[CH:4][CH:3]=[CH:2][CH:7]=2)[N:10]=[CH:13][C:12]1=[O:11]. The catalyst class is: 8. (6) Reactant: CCN(C(C)C)C(C)C.[C:10]1([C:16]2[NH:20][N:19]=[C:18]([C:21]([NH:23][CH2:24][C:25]([OH:27])=O)=[O:22])[CH:17]=2)[CH:15]=[CH:14][CH:13]=[CH:12][CH:11]=1.C1C=CC2N(O)N=NC=2C=1.CCN=C=NCCCN(C)C.Cl.[F:50][C:51]([F:64])([F:63])[C:52]1[CH:53]=[C:54]([CH:60]=[CH:61][CH:62]=1)[O:55][CH:56]1[CH2:59][NH:58][CH2:57]1. Product: [O:27]=[C:25]([N:58]1[CH2:59][CH:56]([O:55][C:54]2[CH:60]=[CH:61][CH:62]=[C:52]([C:51]([F:50])([F:64])[F:63])[CH:53]=2)[CH2:57]1)[CH2:24][NH:23][C:21]([C:18]1[CH:17]=[C:16]([C:10]2[CH:11]=[CH:12][CH:13]=[CH:14][CH:15]=2)[NH:20][N:19]=1)=[O:22]. The catalyst class is: 18. (7) Reactant: [N+:1]([C:4]1[CH:9]=[CH:8][C:7]([C:10](=O)[CH3:11])=[CH:6][CH:5]=1)([O-:3])=[O:2].[C:13](#[N:17])[CH2:14][C:15]#[N:16].C([O-])(=O)C.[NH4+].C(O)(=O)C. Product: [N+:1]([C:4]1[CH:9]=[CH:8][C:7]([C:10](=[C:14]([C:13]#[N:17])[C:15]#[N:16])[CH3:11])=[CH:6][CH:5]=1)([O-:3])=[O:2]. The catalyst class is: 638.